Task: Predict the product of the given reaction.. Dataset: Forward reaction prediction with 1.9M reactions from USPTO patents (1976-2016) (1) Given the reactants [Cl:1][C:2]1[CH:7]=[CH:6][C:5]([N:8]2[CH2:13][CH2:12][CH:11]([C:14]([OH:16])=O)[CH2:10][CH2:9]2)=[CH:4][CH:3]=1.C(Cl)(=O)C(Cl)=O.[NH2:23][C:24]1[CH:33]=[CH:32][CH:31]=[C:30]2[C:25]=1[CH:26]=[CH:27][C:28](=[O:35])[N:29]2[CH3:34].N1C=CC=CC=1, predict the reaction product. The product is: [Cl:1][C:2]1[CH:3]=[CH:4][C:5]([N:8]2[CH2:9][CH2:10][CH:11]([C:14]([NH:23][C:24]3[CH:33]=[CH:32][CH:31]=[C:30]4[C:25]=3[CH:26]=[CH:27][C:28](=[O:35])[N:29]4[CH3:34])=[O:16])[CH2:12][CH2:13]2)=[CH:6][CH:7]=1. (2) Given the reactants [CH2:1]([O:3][C:4]([C:6]1[C:7]([OH:25])=[C:8]2[C:14]([Br:15])=[C:13]([Br:16])[N:12]([CH2:17][C:18]3[CH:23]=[CH:22][C:21](F)=[CH:20][CH:19]=3)[C:9]2=[CH:10][N:11]=1)=[O:5])[CH3:2].C(OC(C1C=CNC=1C)=O)C.[F:37]C1C=CC=CC=1CBr, predict the reaction product. The product is: [CH2:1]([O:3][C:4]([C:6]1[C:7]([OH:25])=[C:8]2[C:14]([Br:15])=[C:13]([Br:16])[N:12]([CH2:17][C:18]3[CH:23]=[CH:22][CH:21]=[CH:20][C:19]=3[F:37])[C:9]2=[CH:10][N:11]=1)=[O:5])[CH3:2]. (3) Given the reactants [OH:1][C:2]1[C:11]2[C:6](=[N:7][C:8]([CH3:13])=[C:9]([I:12])[CH:10]=2)[N:5]=[CH:4][C:3]=1[C:14]([O:16]CC)=O.[Cl:19][C:20]1[CH:27]=[CH:26][C:23]([CH2:24][NH2:25])=[CH:22][CH:21]=1, predict the reaction product. The product is: [Cl:19][C:20]1[CH:27]=[CH:26][C:23]([CH2:24][NH:25][C:14]([C:3]2[CH:4]=[N:5][C:6]3[C:11]([C:2]=2[OH:1])=[CH:10][C:9]([I:12])=[C:8]([CH3:13])[N:7]=3)=[O:16])=[CH:22][CH:21]=1. (4) Given the reactants [Cl:1][C:2]1[N:3]=[C:4]([N:18]2[CH2:23][CH2:22][O:21][CH2:20][CH2:19]2)[C:5]2[CH2:10][N:9](C(OC(C)(C)C)=O)[CH2:8][C:6]=2[N:7]=1.[C:24]([OH:30])([C:26]([F:29])([F:28])[F:27])=[O:25], predict the reaction product. The product is: [F:27][C:26]([F:29])([F:28])[C:24]([OH:30])=[O:25].[Cl:1][C:2]1[N:3]=[C:4]([N:18]2[CH2:19][CH2:20][O:21][CH2:22][CH2:23]2)[C:5]2[CH2:10][NH:9][CH2:8][C:6]=2[N:7]=1.